Dataset: Peptide-MHC class II binding affinity with 134,281 pairs from IEDB. Task: Regression. Given a peptide amino acid sequence and an MHC pseudo amino acid sequence, predict their binding affinity value. This is MHC class II binding data. The peptide sequence is KGDEQKLRSAGELEL. The MHC is DRB5_0101 with pseudo-sequence DRB5_0101. The binding affinity (normalized) is 0.00847.